Dataset: Catalyst prediction with 721,799 reactions and 888 catalyst types from USPTO. Task: Predict which catalyst facilitates the given reaction. (1) Reactant: O1CCCC1.B.CO[N:9]=[C:10]([C:14]1[CH:19]=[CH:18][C:17]([Cl:20])=[CH:16][CH:15]=1)[CH:11]1[CH2:13][CH2:12]1.O.[OH-].[Na+]. Product: [Cl:20][C:17]1[CH:16]=[CH:15][C:14]([CH:10]([CH:11]2[CH2:12][CH2:13]2)[NH2:9])=[CH:19][CH:18]=1. The catalyst class is: 1. (2) Reactant: [C:1]([O:7][CH2:8][CH3:9])(=[O:6])[CH2:2][C:3]([CH3:5])=[O:4].C(O)(=O)C.[N:14]([O-:16])=[O:15].[Na+]. Product: [OH:15][N:14]=[C:2]([C:3](=[O:4])[CH3:5])[C:1]([O:7][CH2:8][CH3:9])=[O:6].[OH:16][N:14]=[C:2]([C:3](=[O:4])[CH3:5])[C:1]([O-:7])=[O:6]. The catalyst class is: 6.